This data is from Full USPTO retrosynthesis dataset with 1.9M reactions from patents (1976-2016). The task is: Predict the reactants needed to synthesize the given product. (1) Given the product [C:21]1([CH3:26])[CH:22]=[CH:23][CH:24]=[CH:25][C:20]=1[C:2]1[N:31]=[C:10]2[C:9]3[CH:12]=[CH:13][CH:14]=[CH:15][C:8]=3[NH:7][C:6]3[N:16]=[CH:17][CH:18]=[CH:19][C:5]=3[N:4]2[CH:3]=1, predict the reactants needed to synthesize it. The reactants are: O=[C:2]([C:20]1[CH:25]=[CH:24][CH:23]=[CH:22][C:21]=1[CH3:26])[CH2:3][N:4]1[C:10](=O)[C:9]2[CH:12]=[CH:13][CH:14]=[CH:15][C:8]=2[NH:7][C:6]2[N:16]=[CH:17][CH:18]=[CH:19][C:5]1=2.C([O-])(=O)C.[NH4+:31].C(OCC)(=O)C.[OH-].[Na+]. (2) Given the product [N:1]1([C:6]2[N:11]=[C:10]([C:12](=[O:25])[CH2:16][C:17]([O:19][CH2:20][CH3:21])=[O:18])[CH:9]=[C:8]([CH3:14])[N:7]=2)[CH:5]=[CH:4][N:3]=[CH:2]1, predict the reactants needed to synthesize it. The reactants are: [N:1]1([C:6]2[N:11]=[C:10]([C:12]#N)[CH:9]=[C:8]([CH3:14])[N:7]=2)[CH:5]=[CH:4][N:3]=[CH:2]1.Br[CH2:16][C:17]([O:19][CH2:20][CH3:21])=[O:18].C1C[O:25]CC1. (3) Given the product [Cl:11][C:4]1[N:3]=[C:2]([S:14][CH2:13][CH3:12])[C:7]([N+:8]([O-:10])=[O:9])=[CH:6][CH:5]=1, predict the reactants needed to synthesize it. The reactants are: Cl[C:2]1[C:7]([N+:8]([O-:10])=[O:9])=[CH:6][CH:5]=[C:4]([Cl:11])[N:3]=1.[CH3:12][CH2:13][SH:14].[H-].[Na+]. (4) Given the product [C:33]([O:32][C:30](=[O:31])[NH:11][CH:12]([CH2:13][C:14]1[CH:19]=[CH:18][CH:17]=[CH:16][CH:15]=1)[C:20](=[O:21])[NH:8][CH2:7][C:6]1[CH:9]=[CH:10][C:3]([CH:1]=[CH2:2])=[CH:4][CH:5]=1)([CH3:36])([CH3:34])[CH3:35], predict the reactants needed to synthesize it. The reactants are: [CH:1]([C:3]1[CH:10]=[CH:9][C:6]([CH2:7][NH2:8])=[CH:5][CH:4]=1)=[CH2:2].[NH:11]([C:30]([O:32][C:33]([CH3:36])([CH3:35])[CH3:34])=[O:31])[C@H:12]([C:20](ON1C(=O)CCC1=O)=[O:21])[CH2:13][C:14]1[CH:19]=[CH:18][CH:17]=[CH:16][CH:15]=1.C(N(CC)CC)C.